Dataset: Catalyst prediction with 721,799 reactions and 888 catalyst types from USPTO. Task: Predict which catalyst facilitates the given reaction. (1) Reactant: O=[C:2]1[CH2:7][CH2:6][C:5]([C:13]([O:15][CH2:16][CH3:17])=[O:14])([C:8]([O:10][CH2:11][CH3:12])=[O:9])[CH2:4][CH2:3]1.[NH2:18][CH2:19][CH2:20][S:21]([NH:24][C:25]([CH3:28])([CH3:27])[CH3:26])(=[O:23])=[O:22].C(O)(=O)C.C(O[BH-](OC(=O)C)OC(=O)C)(=O)C.[Na+]. Product: [C:25]([NH:24][S:21]([CH2:20][CH2:19][NH:18][CH:2]1[CH2:7][CH2:6][C:5]([C:13]([O:15][CH2:16][CH3:17])=[O:14])([C:8]([O:10][CH2:11][CH3:12])=[O:9])[CH2:4][CH2:3]1)(=[O:22])=[O:23])([CH3:28])([CH3:27])[CH3:26]. The catalyst class is: 10. (2) Reactant: [C:1]1([NH:7][C:8]([C:10]2[C:18]3[C:13](=[CH:14][CH:15]=[C:16]([NH2:19])[CH:17]=3)[NH:12][N:11]=2)=[O:9])[CH:6]=[CH:5][CH:4]=[CH:3][CH:2]=1.[CH3:20][S:21]([C:24]1[CH:29]=[CH:28][CH:27]=[CH:26][C:25]=1[S:30](Cl)(=[O:32])=[O:31])(=[O:23])=[O:22]. Product: [C:1]1([NH:7][C:8]([C:10]2[C:18]3[C:13](=[CH:14][CH:15]=[C:16]([NH:19][S:30]([C:25]4[CH:26]=[CH:27][CH:28]=[CH:29][C:24]=4[S:21]([CH3:20])(=[O:23])=[O:22])(=[O:32])=[O:31])[CH:17]=3)[NH:12][N:11]=2)=[O:9])[CH:6]=[CH:5][CH:4]=[CH:3][CH:2]=1. The catalyst class is: 17. (3) The catalyst class is: 558. Reactant: Br[C:2]1[CH:3]=[C:4]([CH:8]=[CH:9][C:10]=1[O:11][CH2:12][CH3:13])[C:5]([OH:7])=[O:6].[F:14][C:15]1[CH:20]=[CH:19][C:18]([CH:21]=[CH2:22])=[CH:17][CH:16]=1.C(N(CC)CC)C.C(OCC)(=O)C. Product: [CH2:12]([O:11][C:10]1[CH:9]=[CH:8][C:4]([C:5]([OH:7])=[O:6])=[CH:3][C:2]=1[CH:22]=[CH:21][C:18]1[CH:19]=[CH:20][C:15]([F:14])=[CH:16][CH:17]=1)[CH3:13].